From a dataset of Reaction yield outcomes from USPTO patents with 853,638 reactions. Predict the reaction yield, written as a fraction of the theoretical maximum amount of product (1.0 means a 100% yield; for example, 0.34 means a 34% yield). (1) The reactants are [C:1]([C:3]1[CH:8]=[CH:7][C:6](B(O)O)=[CH:5][N:4]=1)#[N:2].I[C:13]1[C:21]2[C:16](=[N:17][CH:18]=[N:19][C:20]=2[NH2:22])[N:15]([CH:23]([CH3:25])[CH3:24])[N:14]=1.C([O-])([O-])=O.[Na+].[Na+]. The catalyst is CCO.COCCOC.C1C=CC([P]([Pd]([P](C2C=CC=CC=2)(C2C=CC=CC=2)C2C=CC=CC=2)([P](C2C=CC=CC=2)(C2C=CC=CC=2)C2C=CC=CC=2)[P](C2C=CC=CC=2)(C2C=CC=CC=2)C2C=CC=CC=2)(C2C=CC=CC=2)C2C=CC=CC=2)=CC=1. The product is [NH2:22][C:20]1[N:19]=[CH:18][N:17]=[C:16]2[N:15]([CH:23]([CH3:25])[CH3:24])[N:14]=[C:13]([C:6]3[CH:7]=[CH:8][C:3]([C:1]#[N:2])=[N:4][CH:5]=3)[C:21]=12. The yield is 0.140. (2) The reactants are [F:1][C:2]1[CH:8]=[CH:7][C:6]([F:9])=[CH:5][C:3]=1[NH2:4].Cl.[N:11]([O-])=O.[Na+].C([O-])(=O)C.[K+].[C:20]([CH2:23][C:24](=[O:26])[CH3:25])(=[O:22])[CH3:21]. The catalyst is O.CC(O)=O. The product is [F:1][C:2]1[CH:8]=[CH:7][C:6]([F:9])=[CH:5][C:3]=1[NH:4][N:11]=[C:23]([C:24](=[O:26])[CH3:25])[C:20](=[O:22])[CH3:21]. The yield is 0.670.